This data is from NCI-60 drug combinations with 297,098 pairs across 59 cell lines. The task is: Regression. Given two drug SMILES strings and cell line genomic features, predict the synergy score measuring deviation from expected non-interaction effect. Drug 1: CC12CCC3C(C1CCC2=O)CC(=C)C4=CC(=O)C=CC34C. Drug 2: C1=C(C(=O)NC(=O)N1)N(CCCl)CCCl. Cell line: SF-539. Synergy scores: CSS=53.2, Synergy_ZIP=0.191, Synergy_Bliss=-0.486, Synergy_Loewe=-12.8, Synergy_HSA=1.06.